Predict the product of the given reaction. From a dataset of Forward reaction prediction with 1.9M reactions from USPTO patents (1976-2016). (1) The product is: [F:22][C:19]1[CH:20]=[CH:21][C:16]([CH:13]2[CH2:12][CH2:11][N:10]([C:8]([C:7]3[C:2]([O:52][C:51]4[CH:46]=[CH:47][C:48]([CH3:53])=[CH:49][CH:50]=4)=[C:3]([CH3:45])[C:4]([S:23]([N:26]([CH2:36][C:37]4[CH:38]=[CH:39][C:40]([O:43][CH3:44])=[CH:41][CH:42]=4)[CH2:27][C:28]4[CH:29]=[CH:30][C:31]([O:34][CH3:35])=[CH:32][CH:33]=4)(=[O:24])=[O:25])=[N:5][CH:6]=3)=[O:9])[CH2:15][CH2:14]2)=[CH:17][CH:18]=1. Given the reactants Cl[C:2]1[C:7]([C:8]([N:10]2[CH2:15][CH2:14][CH:13]([C:16]3[CH:21]=[CH:20][C:19]([F:22])=[CH:18][CH:17]=3)[CH2:12][CH2:11]2)=[O:9])=[CH:6][N:5]=[C:4]([S:23]([N:26]([CH2:36][C:37]2[CH:42]=[CH:41][C:40]([O:43][CH3:44])=[CH:39][CH:38]=2)[CH2:27][C:28]2[CH:33]=[CH:32][C:31]([O:34][CH3:35])=[CH:30][CH:29]=2)(=[O:25])=[O:24])[C:3]=1[CH3:45].[CH:46]1[C:51]([OH:52])=[CH:50][CH:49]=[C:48]([CH3:53])[CH:47]=1.C(=O)([O-])[O-].[Cs+].[Cs+].[Cl-].[Na+], predict the reaction product. (2) The product is: [Cl-:15].[Cl-:15].[CH2:1]([C:5]1([Hf+2:19][C:5]2([CH2:1][CH2:2][CH2:3][CH3:4])[C:9]([CH3:10])=[C:8]([CH3:11])[C:7]([CH3:12])=[C:6]2[CH3:13])[C:9]([CH3:10])=[C:8]([CH3:11])[C:7]([CH3:12])=[C:6]1[CH3:13])[CH2:2][CH2:3][CH3:4]. Given the reactants [CH2:1]([C:5]1([Li])[C:9]([CH3:10])=[C:8]([CH3:11])[C:7]([CH3:12])=[C:6]1[CH3:13])[CH2:2][CH2:3][CH3:4].[Cl-:15].[Cl-].[Cl-].[Cl-].[Hf+4:19], predict the reaction product.